This data is from Forward reaction prediction with 1.9M reactions from USPTO patents (1976-2016). The task is: Predict the product of the given reaction. (1) Given the reactants [C:1]([O:5][C:6]([N:8]1[CH2:13][CH2:12][C@H:11]([O:14][C:15]2[CH:20]=[CH:19][CH:18]=[C:17](Br)[CH:16]=2)[CH2:10][C@@H:9]1[CH3:22])=[O:7])([CH3:4])([CH3:3])[CH3:2].[C:23](=[NH:36])([C:30]1[CH:35]=[CH:34][CH:33]=[CH:32][CH:31]=1)[C:24]1[CH:29]=[CH:28][CH:27]=[CH:26][CH:25]=1.CC(C)([O-])C.[Na+], predict the reaction product. The product is: [C:1]([O:5][C:6]([N:8]1[CH2:13][CH2:12][C@H:11]([O:14][C:15]2[CH:20]=[CH:19][CH:18]=[C:17]([N:36]=[C:23]([C:24]3[CH:29]=[CH:28][CH:27]=[CH:26][CH:25]=3)[C:30]3[CH:35]=[CH:34][CH:33]=[CH:32][CH:31]=3)[CH:16]=2)[CH2:10][C@@H:9]1[CH3:22])=[O:7])([CH3:4])([CH3:3])[CH3:2]. (2) Given the reactants CC(C)([O-])C.[Na+].C([C:9]1([NH:13][C:14](=[O:23])[C:15]2[CH:20]=[CH:19][C:18]([O:21][CH3:22])=[CH:17][CH:16]=2)[CH2:12][CH2:11][CH2:10]1)#N.CC(OC)(C)C.C([O-])(O)=O.[Na+], predict the reaction product. The product is: [C:9]1([NH:13][C:14](=[O:23])[C:15]2[CH:20]=[CH:19][C:18]([O:21][CH3:22])=[CH:17][CH:16]=2)[CH2:12][CH2:11][CH:10]=1. (3) Given the reactants [Br:1][C:2]1[C:7]([NH2:8])=[CH:6][CH:5]=[C:4]([C:9]2[CH:10]=[C:11]3[C:15](=[CH:16][CH:17]=2)[N:14]([CH3:18])[N:13]=[CH:12]3)[N:3]=1.[F:19][C:20]([F:31])([F:30])[C:21](O[C:21](=[O:22])[C:20]([F:31])([F:30])[F:19])=[O:22], predict the reaction product. The product is: [Br:1][C:2]1[C:7]([NH:8][C:21](=[O:22])[C:20]([F:31])([F:30])[F:19])=[CH:6][CH:5]=[C:4]([C:9]2[CH:10]=[C:11]3[C:15](=[CH:16][CH:17]=2)[N:14]([CH3:18])[N:13]=[CH:12]3)[N:3]=1. (4) Given the reactants [OH:1][C@H:2]1[CH2:6][NH:5][C@@H:4]([C:7]([OH:9])=[O:8])[CH2:3]1.[C:10](O[C:10]([O:12][C:13]([CH3:16])([CH3:15])[CH3:14])=[O:11])([O:12][C:13]([CH3:16])([CH3:15])[CH3:14])=[O:11], predict the reaction product. The product is: [C:13]([O:12][C:10]([N:5]1[CH2:6][C@H:2]([OH:1])[CH2:3][C@@H:4]1[C:7]([OH:9])=[O:8])=[O:11])([CH3:16])([CH3:15])[CH3:14]. (5) Given the reactants [C:1]([OH:10])(=[O:9])[C:2]1[C:3](=[CH:5][CH:6]=[CH:7][CH:8]=1)[NH2:4].[C:11](Cl)(=[O:14])[CH2:12][CH3:13].O.O.CN(C=O)C, predict the reaction product. The product is: [C:11]([NH:4][C:3]1[CH:5]=[CH:6][CH:7]=[CH:8][C:2]=1[C:1]([OH:10])=[O:9])(=[O:14])[CH2:12][CH3:13]. (6) The product is: [Cl:1][C:2]1[C:7]([NH:8][C:9](=[O:15])[O:10][C:11]([CH3:12])([CH3:14])[CH3:13])=[C:6]([CH:33]=[O:34])[CH:5]=[CH:4][N:3]=1. Given the reactants [Cl:1][C:2]1[C:7]([NH:8][C:9](=[O:15])[O:10][C:11]([CH3:14])([CH3:13])[CH3:12])=[CH:6][CH:5]=[CH:4][N:3]=1.CN(CCN(C)C)C.C([Li])CCC.[NH4+].[Cl-].C1C[O:34][CH2:33]C1, predict the reaction product. (7) Given the reactants [OH:1][CH2:2][CH:3]1[CH2:7][N:6]([C:8]([C:10]2([S:13][C:14]3[CH:19]=[CH:18][CH:17]=[CH:16][CH:15]=3)[CH2:12][CH2:11]2)=[O:9])[CH2:5][CH:4]1[C:20]1[CH:25]=[CH:24][CH:23]=[CH:22][C:21]=1O.C1(P(C2C=CC=CC=2)C2C=CC=CC=2)C=CC=CC=1.N(C(OC(C)C)=O)=NC(OC(C)C)=O.O1CCCC1, predict the reaction product. The product is: [C:14]1([S:13][C:10]2([C:8]([N:6]3[CH2:5][CH:4]4[C:20]5[CH:21]=[CH:22][CH:23]=[CH:24][C:25]=5[O:1][CH2:2][CH:3]4[CH2:7]3)=[O:9])[CH2:12][CH2:11]2)[CH:19]=[CH:18][CH:17]=[CH:16][CH:15]=1. (8) Given the reactants [OH:1][C:2]1[CH:7]=[CH:6][N:5]([C:8]2[CH:9]=[CH:10][C:11]3[N:15]=[C:14]([CH:16]4[CH2:18][CH:17]4[C:19]([OH:22])([CH3:21])[CH3:20])[N:13]([CH3:23])[C:12]=3[CH:24]=2)[C:4](=[O:25])[CH:3]=1.[Cl:26][C:27]1[S:31][C:30]([CH2:32]O)=[CH:29][CH:28]=1.C(P(CCCC)CCCC)CCC.N(C(N1CCCCC1)=O)=NC(N1CCCCC1)=O, predict the reaction product. The product is: [Cl:26][C:27]1[S:31][C:30]([CH2:32][O:1][C:2]2[CH:7]=[CH:6][N:5]([C:8]3[CH:9]=[CH:10][C:11]4[N:15]=[C:14]([CH:16]5[CH2:18][CH:17]5[C:19]([OH:22])([CH3:20])[CH3:21])[N:13]([CH3:23])[C:12]=4[CH:24]=3)[C:4](=[O:25])[CH:3]=2)=[CH:29][CH:28]=1. (9) Given the reactants [Cl:1][C:2]1[N:3]=[CH:4][C:5]2[N:11]([CH3:12])[C:10](=[O:13])[CH2:9][CH2:8][N:7]([CH:14]3[CH2:18][CH2:17][CH2:16][CH2:15]3)[C:6]=2[N:19]=1.[Li+].[CH3:21][CH:22]([N-]C(C)C)[CH3:23].C(Br)C=C, predict the reaction product. The product is: [CH2:23]([CH:9]1[CH2:8][N:7]([CH:14]2[CH2:18][CH2:17][CH2:16][CH2:15]2)[C:6]2[N:19]=[C:2]([Cl:1])[N:3]=[CH:4][C:5]=2[N:11]([CH3:12])[C:10]1=[O:13])[CH:22]=[CH2:21]. (10) Given the reactants [CH2:1]([O:3][C:4]([N:6]1[C:10]2[S:11][C:12]([C:14]([O:16][C:17]([CH3:20])([CH3:19])[CH3:18])=[O:15])=[CH:13][C:9]=2[C:8]([NH:21][C:22](=[O:32])[C:23]2[CH:28]=[CH:27][CH:26]=[CH:25][C:24]=2[N+:29]([O-])=O)=[N:7]1)=[O:5])[CH3:2], predict the reaction product. The product is: [CH2:1]([O:3][C:4]([N:6]1[C:10]2[S:11][C:12]([C:14]([O:16][C:17]([CH3:20])([CH3:18])[CH3:19])=[O:15])=[CH:13][C:9]=2[C:8]([NH:21][C:22](=[O:32])[C:23]2[CH:28]=[CH:27][CH:26]=[CH:25][C:24]=2[NH2:29])=[N:7]1)=[O:5])[CH3:2].